This data is from NCI-60 drug combinations with 297,098 pairs across 59 cell lines. The task is: Regression. Given two drug SMILES strings and cell line genomic features, predict the synergy score measuring deviation from expected non-interaction effect. (1) Drug 1: CCC1(CC2CC(C3=C(CCN(C2)C1)C4=CC=CC=C4N3)(C5=C(C=C6C(=C5)C78CCN9C7C(C=CC9)(C(C(C8N6C)(C(=O)OC)O)OC(=O)C)CC)OC)C(=O)OC)O.OS(=O)(=O)O. Drug 2: C1=NNC2=C1C(=O)NC=N2. Cell line: NCI-H226. Synergy scores: CSS=5.93, Synergy_ZIP=4.84, Synergy_Bliss=1.62, Synergy_Loewe=0.437, Synergy_HSA=0.932. (2) Drug 1: CN1CCC(CC1)COC2=C(C=C3C(=C2)N=CN=C3NC4=C(C=C(C=C4)Br)F)OC. Drug 2: C1=CC(=CC=C1CCC2=CNC3=C2C(=O)NC(=N3)N)C(=O)NC(CCC(=O)O)C(=O)O. Cell line: KM12. Synergy scores: CSS=30.3, Synergy_ZIP=15.0, Synergy_Bliss=20.6, Synergy_Loewe=12.1, Synergy_HSA=17.1.